From a dataset of Catalyst prediction with 721,799 reactions and 888 catalyst types from USPTO. Predict which catalyst facilitates the given reaction. (1) Reactant: [NH2:1][C:2]1[C:7]([CH2:8][NH:9][C:10](=[O:16])OC(C)(C)C)=[CH:6][N:5]=[C:4]([CH3:17])[N:3]=1.[C:18]([OH:39])(=O)[CH2:19][CH2:20][CH2:21]/[CH:22]=[CH:23]\[CH2:24]/[CH:25]=[CH:26]\[CH2:27]/[CH:28]=[CH:29]\[CH2:30]/[CH:31]=[CH:32]\[CH2:33]/[CH:34]=[CH:35]\[CH2:36][CH3:37].C(Cl)CCl.[CH:44]1[CH:45]=[CH:46]C2N(O)N=[N:50][C:48]=2[CH:49]=1.C(N(CC)CC)C. Product: [C:18]([NH:1][C:2]1[C:7]([CH2:8][NH:9][C:10](=[O:16])[C:45]2[CH:44]=[CH:49][CH:48]=[N:50][CH:46]=2)=[CH:6][N:5]=[C:4]([CH3:17])[N:3]=1)(=[O:39])[CH2:19][CH2:20][CH2:21]/[CH:22]=[CH:23]\[CH2:24]/[CH:25]=[CH:26]\[CH2:27]/[CH:28]=[CH:29]\[CH2:30]/[CH:31]=[CH:32]\[CH2:33]/[CH:34]=[CH:35]\[CH2:36][CH3:37]. The catalyst class is: 120. (2) Reactant: [F:1][C:2]([F:20])([F:19])[C:3]([N:5]1[CH2:11][CH:10]([CH3:12])[C:9]2[CH:13]=[C:14]([Br:18])[C:15]([OH:17])=[CH:16][C:8]=2[CH2:7][CH2:6]1)=[O:4].[CH:21](Br)([CH3:23])[CH3:22].C1CCN2C(=NCCC2)CC1. Product: [F:20][C:2]([F:19])([F:1])[C:3]([N:5]1[CH2:11][CH:10]([CH3:12])[C:9]2[CH:13]=[C:14]([Br:18])[C:15]([O:17][CH:21]([CH3:23])[CH3:22])=[CH:16][C:8]=2[CH2:7][CH2:6]1)=[O:4]. The catalyst class is: 317. (3) The catalyst class is: 27. Reactant: [Cl:1][C:2]1[CH:7]=[CH:6][C:5]([C:8]2[N:9]=[C:10]3[N:14]([C:15]=2[CH2:16][OH:17])[CH:13]=[C:12]([CH:18]=[O:19])[S:11]3)=[CH:4][CH:3]=1.[CH3:20][Mg]Br. Product: [Cl:1][C:2]1[CH:7]=[CH:6][C:5]([C:8]2[N:9]=[C:10]3[N:14]([C:15]=2[CH2:16][OH:17])[CH:13]=[C:12]([CH:18]([OH:19])[CH3:20])[S:11]3)=[CH:4][CH:3]=1. (4) Reactant: [Cl:1][C:2]1[CH:10]=[C:9]2[C:5]([C:6]([C:11]([N:13]3[CH2:18][CH2:17][C:16]4([C:22]5[CH:23]=[CH:24][CH:25]=[CH:26][C:21]=5[CH2:20][O:19]4)[CH2:15][CH2:14]3)=[O:12])=[CH:7][NH:8]2)=[CH:4][CH:3]=1.[H-].[Na+].C(OC([N:36]1[CH2:41][CH2:40][CH2:39][C@H:38]([CH2:42]OS(C)(=O)=O)[CH2:37]1)=O)(C)(C)C. Product: [Cl:1][C:2]1[CH:10]=[C:9]2[C:5]([C:6]([C:11]([N:13]3[CH2:18][CH2:17][C:16]4([C:22]5[CH:23]=[CH:24][CH:25]=[CH:26][C:21]=5[CH2:20][O:19]4)[CH2:15][CH2:14]3)=[O:12])=[CH:7][N:8]2[CH2:42][C@H:38]2[CH2:39][CH2:40][CH2:41][NH:36][CH2:37]2)=[CH:4][CH:3]=1. The catalyst class is: 3. (5) Reactant: [F:1][C:2]([F:27])([C:18]1[CH:23]=[CH:22][CH:21]=[C:20]([N+:24]([O-])=O)[CH:19]=1)[CH2:3][O:4][C:5]1[CH:6]=[C:7]([CH:15]=[CH:16][CH:17]=1)[CH2:8][C:9]1([CH3:14])[O:13][CH2:12][CH2:11][O:10]1. Product: [F:27][C:2]([C:18]1[CH:19]=[C:20]([NH2:24])[CH:21]=[CH:22][CH:23]=1)([F:1])[CH2:3][O:4][C:5]1[CH:17]=[CH:16][CH:15]=[C:7]([CH2:8][C:9]2([CH3:14])[O:10][CH2:11][CH2:12][O:13]2)[CH:6]=1. The catalyst class is: 19.